Dataset: Reaction yield outcomes from USPTO patents with 853,638 reactions. Task: Predict the reaction yield, written as a fraction of the theoretical maximum amount of product (1.0 means a 100% yield; for example, 0.34 means a 34% yield). The reactants are [NH2:1][C:2]1[CH:3]=[CH:4][C:5]2[NH:6][C:7]3[C:12]([C:13]=2[CH:14]=1)=[CH:11][C:10]([O:15][CH2:16][C:17]1[CH:22]=[CH:21][CH:20]=[CH:19][CH:18]=1)=[CH:9][CH:8]=3.[CH2:23]=O.C[O-].[Na+].[BH4-].[Na+].[OH-].[Na+]. The catalyst is CO. The product is [CH2:16]([O:15][C:10]1[CH:11]=[C:12]2[C:7](=[CH:8][CH:9]=1)[NH:6][C:5]1[CH:4]=[CH:3][C:2]([NH:1][CH3:23])=[CH:14][C:13]2=1)[C:17]1[CH:18]=[CH:19][CH:20]=[CH:21][CH:22]=1. The yield is 1.00.